This data is from Full USPTO retrosynthesis dataset with 1.9M reactions from patents (1976-2016). The task is: Predict the reactants needed to synthesize the given product. (1) The reactants are: [OH:1][C@@H:2]1[CH2:7][CH2:6][C@H:5]([N:8]2[C:13](=[O:14])[C:12]([CH2:15][C:16]3[CH:21]=[CH:20][C:19]([C:22]4[C:23]([C:28]#[N:29])=[CH:24][CH:25]=[CH:26][CH:27]=4)=[CH:18][CH:17]=3)=[C:11]([CH2:30][CH2:31][CH3:32])[N:10]3[N:33]=[CH:34][N:35]=[C:9]23)[CH2:4][CH2:3]1.[CH3:36][O:37][C:38]1[CH:43]=[CH:42][C:41](O)=[CH:40][CH:39]=1.C1(P(C2C=CC=CC=2)C2C=CC=CC=2)C=CC=CC=1.[N:65]([C:66]([O:68]C(C)C)=[O:67])=[N:65][C:66]([O:68]C(C)C)=[O:67].Cl.[Cl-].O[NH3+].C(=O)([O-])O.[Na+]. Given the product [CH3:36][O:37][C:38]1[CH:43]=[CH:42][C:41]([O:1][C@H:2]2[CH2:7][CH2:6][C@H:5]([N:8]3[C:13](=[O:14])[C:12]([CH2:15][C:16]4[CH:21]=[CH:20][C:19]([C:22]5[CH:27]=[CH:26][CH:25]=[CH:24][C:23]=5[C:28]5[NH:65][C:66](=[O:67])[O:68][N:29]=5)=[CH:18][CH:17]=4)=[C:11]([CH2:30][CH2:31][CH3:32])[N:10]4[N:33]=[CH:34][N:35]=[C:9]34)[CH2:4][CH2:3]2)=[CH:40][CH:39]=1, predict the reactants needed to synthesize it. (2) Given the product [C:1]([C:4]1[S:8][C:7]([O:9][C:10]2[CH:11]=[C:12]([CH3:26])[C:13]3[CH:17]([CH2:18][C:19]([OH:21])=[O:20])[O:16][B:15]([OH:24])[C:14]=3[CH:25]=2)=[N:6][N:5]=1)(=[O:3])[NH2:2], predict the reactants needed to synthesize it. The reactants are: [C:1]([C:4]1[S:8][C:7]([O:9][C:10]2[CH:11]=[C:12]([CH3:26])[C:13]3[CH:17]([CH2:18][C:19]([O:21]CC)=[O:20])[O:16][B:15]([OH:24])[C:14]=3[CH:25]=2)=[N:6][N:5]=1)(=[O:3])[NH2:2].[Li+].[OH-].